Dataset: Forward reaction prediction with 1.9M reactions from USPTO patents (1976-2016). Task: Predict the product of the given reaction. (1) The product is: [N:27]1[CH:28]=[CH:29][CH:30]=[CH:31][C:2]=1[N:3]1[CH:4]=[C:5]2[CH2:10][N:9]([CH2:11][CH2:12][CH2:13][CH2:14][O:15][C:16]3[CH:25]=[C:24]4[C:19]([CH2:20][CH2:21][C:22](=[O:26])[NH:23]4)=[CH:18][CH:17]=3)[CH2:8][CH2:7][C:6]2=[N:1]1. Given the reactants [N:1]1[C:6]2[CH2:7][CH2:8][N:9]([CH2:11][CH2:12][CH2:13][CH2:14][O:15][C:16]3[CH:25]=[C:24]4[C:19]([CH2:20][CH2:21][C:22](=[O:26])[NH:23]4)=[CH:18][CH:17]=3)[CH2:10][C:5]=2[CH:4]=[N:3][CH:2]=1.[N:27]1C=[CH:31][CH:30]=[CH:29][C:28]=1N1C=C2CNCCC2=N1, predict the reaction product. (2) Given the reactants C(OC[C@@H:10]1[C@@H:15]([O:16][CH2:17][C:18]2[CH:23]=[CH:22][C:21]([O:24][CH3:25])=[CH:20][CH:19]=2)[CH2:14][C@@H:13]2[C@H:11]1[O:12]2)C1C=CC=CC=1.C[Si](C)(C)[N-][Si](C)(C)C.[Li+], predict the reaction product. The product is: [CH3:25][O:24][C:21]1[CH:20]=[CH:19][C:18]([CH2:17][O:16][CH:15]2[CH2:10][CH:11]([OH:12])[CH:13]=[CH:14]2)=[CH:23][CH:22]=1. (3) Given the reactants [Br:1][C:2]1[CH:7]=[CH:6][C:5]([CH2:8]Br)=[CH:4][C:3]=1[F:10].[C-]#N.[Na+].Br[CH2:15][CH2:16]Cl.[OH-:18].[K+].Cl.Cl.C(N=C=NCCCN(C)C)C.O.O[N:35]1[C:39]2C=CC=CC=2N=[N:36]1.C(N(CC)CC)C, predict the reaction product. The product is: [Br:1][C:2]1[CH:7]=[CH:6][C:5]([C:8]2([C:39]([NH:35][NH2:36])=[O:18])[CH2:16][CH2:15]2)=[CH:4][C:3]=1[F:10]. (4) Given the reactants [C:1]([C:9]1[CH:18]=[CH:17][C:12]([C:13]([O:15][CH3:16])=[O:14])=[CH:11][CH:10]=1)(=[O:8])[C:2]1[CH:7]=[CH:6][CH:5]=[CH:4][CH:3]=1.[CH2:19](O)[CH2:20][OH:21].C[Si](C(O)C(O)[Si](C)(C)C)(C)C, predict the reaction product. The product is: [C:2]1([C:1]2([C:9]3[CH:10]=[CH:11][C:12]([C:13]([O:15][CH3:16])=[O:14])=[CH:17][CH:18]=3)[O:21][CH2:20][CH2:19][O:8]2)[CH:3]=[CH:4][CH:5]=[CH:6][CH:7]=1. (5) Given the reactants C([N:11]1[CH2:15][CH2:14][CH2:13][CH:12]1[CH2:16][O:17][CH2:18][O:19][CH3:20])(OCC1C=CC=CC=1)=O.[H][H], predict the reaction product. The product is: [CH3:20][O:19][CH2:18][O:17][CH2:16][CH:12]1[CH2:13][CH2:14][CH2:15][NH:11]1. (6) Given the reactants [CH2:1]([C:4]1[C:13]([NH:14][C@H:15]2[CH2:20][CH2:19][C@H:18]([NH:21][C:22]([O:24][C:25]([CH3:28])([CH3:27])[CH3:26])=[O:23])[CH2:17][CH2:16]2)=[CH:12][CH:11]=[CH:10][C:5]=1[C:6]([O:8][CH3:9])=[O:7])[CH:2]=[CH2:3].[CH:29](=O)[CH3:30].CC(O)=O.[BH-](OC(C)=O)(OC(C)=O)OC(C)=O.[Na+], predict the reaction product. The product is: [CH2:1]([C:4]1[C:13]([N:14]([C@H:15]2[CH2:20][CH2:19][C@H:18]([NH:21][C:22]([O:24][C:25]([CH3:28])([CH3:27])[CH3:26])=[O:23])[CH2:17][CH2:16]2)[CH2:29][CH3:30])=[CH:12][CH:11]=[CH:10][C:5]=1[C:6]([O:8][CH3:9])=[O:7])[CH:2]=[CH2:3]. (7) Given the reactants [CH3:1][O:2][C:3]1[C:8]2[N:9]=[C:10]([NH:12][C:13](=[O:23])[C:14]3[CH:19]=[CH:18][C:17]([CH2:20][NH:21][CH3:22])=[CH:16][CH:15]=3)[S:11][C:7]=2[C:6]([N:24]2[CH2:29][CH2:28][O:27][CH2:26][CH2:25]2)=[CH:5][CH:4]=1.[Cl:30][CH2:31][C:32](Cl)=[O:33], predict the reaction product. The product is: [Cl:30][CH2:31][C:32]([N:21]([CH2:20][C:17]1[CH:16]=[CH:15][C:14]([C:13]([NH:12][C:10]2[S:11][C:7]3[C:6]([N:24]4[CH2:25][CH2:26][O:27][CH2:28][CH2:29]4)=[CH:5][CH:4]=[C:3]([O:2][CH3:1])[C:8]=3[N:9]=2)=[O:23])=[CH:19][CH:18]=1)[CH3:22])=[O:33]. (8) Given the reactants [Cl-].[CH3:2][O:3][CH2:4][P+](C1C=CC=CC=1)(C1C=CC=CC=1)C1C=CC=CC=1.CC(C)([O-])C.[K+].[F:30][C:31]1[CH:32]=[C:33]([CH:36]=[CH:37][C:38]=1[F:39])[CH:34]=O.O, predict the reaction product. The product is: [CH3:2][O:3][CH2:4][CH2:34][C:33]1[CH:36]=[CH:37][C:38]([F:39])=[C:31]([F:30])[CH:32]=1. (9) Given the reactants [CH3:1][C:2]1[C:3]([CH3:36])=[CH:4][C:5]2[N:14]([CH2:15][CH2:16][N:17]3[CH2:22][CH2:21][CH:20]([C:23]([O:25][CH2:26][C:27]4[CH:32]=[CH:31][CH:30]=[CH:29][CH:28]=4)=[O:24])[CH2:19][CH2:18]3)[C:13]3[C:8]([C:9](=[O:34])[NH:10][C:11](=[O:33])[N:12]=3)=[N:7][C:6]=2[CH:35]=1.C(=O)([O-])[O-].[K+].[K+].[C:43]([O:46][CH2:47]Cl)(=[O:45])[CH3:44].O, predict the reaction product. The product is: [C:43]([O:46][CH2:47][N:10]1[C:9](=[O:34])[C:8]2[C:13]([N:14]([CH2:15][CH2:16][N:17]3[CH2:22][CH2:21][CH:20]([C:23]([O:25][CH2:26][C:27]4[CH:32]=[CH:31][CH:30]=[CH:29][CH:28]=4)=[O:24])[CH2:19][CH2:18]3)[C:5]3[CH:4]=[C:3]([CH3:36])[C:2]([CH3:1])=[CH:35][C:6]=3[N:7]=2)=[N:12][C:11]1=[O:33])(=[O:45])[CH3:44].